From a dataset of Catalyst prediction with 721,799 reactions and 888 catalyst types from USPTO. Predict which catalyst facilitates the given reaction. (1) Reactant: Cl.[Br:2][C:3]1[CH:4]=[C:5]([OH:16])[C:6]([NH:9][C:10]2[S:11][CH:12]=[C:13]([CH3:15])[N:14]=2)=[N:7][CH:8]=1.Br[CH:18]1[CH2:22][CH2:21][N:20]([C:23]([O:25][C:26]([CH3:29])([CH3:28])[CH3:27])=[O:24])[CH2:19]1.C([O-])([O-])=O.[K+].[K+].CN(C=O)C. Product: [Br:2][C:3]1[CH:4]=[C:5]([O:16][CH:22]2[CH2:18][CH2:19][N:20]([C:23]([O:25][C:26]([CH3:29])([CH3:28])[CH3:27])=[O:24])[CH2:21]2)[C:6]([NH:9][C:10]2[S:11][CH:12]=[C:13]([CH3:15])[N:14]=2)=[N:7][CH:8]=1. The catalyst class is: 6. (2) Reactant: Cl.[Br:2][CH2:3][C:4]1[CH:5]=[C:6]2[C:11](=[CH:12][C:13]=1[Cl:14])[O:10][C:9](=[O:15])[C:8]([CH2:16][C:17]([O:19]CC)=[O:18])=[C:7]2[C:22]1[CH:27]=[CH:26][CH:25]=[C:24]([Br:28])[CH:23]=1. Product: [Br:2][CH2:3][C:4]1[CH:5]=[C:6]2[C:11](=[CH:12][C:13]=1[Cl:14])[O:10][C:9](=[O:15])[C:8]([CH2:16][C:17]([OH:19])=[O:18])=[C:7]2[C:22]1[CH:27]=[CH:26][CH:25]=[C:24]([Br:28])[CH:23]=1. The catalyst class is: 15. (3) Reactant: [CH2:1]([CH2:3][NH2:4])[OH:2].[CH:5]1([CH2:11][CH2:12][CH:13]=O)[CH2:10][CH2:9][CH2:8][CH2:7][CH2:6]1.C(O[BH-](OC(=O)C)OC(=O)C)(=O)C.[Na+]. Product: [CH:5]1([CH2:11][CH2:12][CH2:13][NH:4][CH2:3][CH2:1][OH:2])[CH2:10][CH2:9][CH2:8][CH2:7][CH2:6]1. The catalyst class is: 2. (4) Product: [Cl:3][C:4]1[CH:5]=[C:6]([C:27]2[CH:28]=[N:29][C:30]([O:34][CH2:35][C:36]3([C:40]([OH:42])=[O:41])[CH2:37][CH2:38][CH2:39]3)=[CH:31][C:32]=2[CH3:33])[CH:7]=[N:8][C:9]=1[C:10]1[N:11]([CH2:19][O:20][CH2:21][CH2:22][Si:23]([CH3:26])([CH3:24])[CH3:25])[CH:12]=[C:13]([C:15]([F:17])([F:16])[F:18])[N:14]=1. Reactant: [OH-].[Na+].[Cl:3][C:4]1[CH:5]=[C:6]([C:27]2[CH:28]=[N:29][C:30]([O:34][CH2:35][C:36]3([C:40]([O:42]CC)=[O:41])[CH2:39][CH2:38][CH2:37]3)=[CH:31][C:32]=2[CH3:33])[CH:7]=[N:8][C:9]=1[C:10]1[N:11]([CH2:19][O:20][CH2:21][CH2:22][Si:23]([CH3:26])([CH3:25])[CH3:24])[CH:12]=[C:13]([C:15]([F:18])([F:17])[F:16])[N:14]=1. The catalyst class is: 5. (5) Reactant: [Cl:1][C:2]1[CH:7]=[C:6]([NH:8][C@@H:9]2[CH2:14][CH2:13][C@H:12]([C:15]([O:17]C)=[O:16])[CH2:11][CH2:10]2)[C:5]([N+:19]([O-:21])=[O:20])=[CH:4][N:3]=1.Cl. Product: [ClH:1].[Cl:1][C:2]1[CH:7]=[C:6]([NH:8][C@@H:9]2[CH2:10][CH2:11][C@H:12]([C:15]([OH:17])=[O:16])[CH2:13][CH2:14]2)[C:5]([N+:19]([O-:21])=[O:20])=[CH:4][N:3]=1. The catalyst class is: 12.